This data is from Full USPTO retrosynthesis dataset with 1.9M reactions from patents (1976-2016). The task is: Predict the reactants needed to synthesize the given product. (1) Given the product [C:39]([OH:46])(=[O:45])/[CH:40]=[CH:41]\[C:42]([OH:44])=[O:43].[C:39]([OH:46])(=[O:45])/[CH:40]=[CH:41]\[C:42]([OH:44])=[O:43].[NH2:1][C:2]1[N:7]=[CH:6][N:5]=[C:4]2[N:8]([CH:24]3[CH2:29][CH2:28][N:27]([C:30]([N:32]4[CH2:37][CH2:36][N:35]([CH3:38])[CH2:34][CH2:33]4)=[O:31])[CH2:26][CH2:25]3)[N:9]=[C:10]([C:11]3[CH:12]=[CH:13][C:14]([O:17][C:18]4[CH:19]=[CH:20][CH:21]=[CH:22][CH:23]=4)=[CH:15][CH:16]=3)[C:3]=12, predict the reactants needed to synthesize it. The reactants are: [NH2:1][C:2]1[N:7]=[CH:6][N:5]=[C:4]2[N:8]([CH:24]3[CH2:29][CH2:28][N:27]([C:30]([N:32]4[CH2:37][CH2:36][N:35]([CH3:38])[CH2:34][CH2:33]4)=[O:31])[CH2:26][CH2:25]3)[N:9]=[C:10]([C:11]3[CH:16]=[CH:15][C:14]([O:17][C:18]4[CH:23]=[CH:22][CH:21]=[CH:20][CH:19]=4)=[CH:13][CH:12]=3)[C:3]=12.[C:39]([OH:46])(=[O:45])/[CH:40]=[CH:41]\[C:42]([OH:44])=[O:43]. (2) Given the product [F:33][CH:2]([F:1])[C:3]1[N:7]([CH2:8][C:9]2[C:18]3[C:13](=[CH:14][CH:15]=[CH:16][CH:17]=3)[CH:12]=[CH:11][CH:10]=2)[C:6]2[CH:19]=[C:20]([N:27]3[CH2:32][CH2:31][O:30][CH2:29][CH2:28]3)[CH:21]=[C:22]([C:23]([OH:25])=[O:24])[C:5]=2[N:4]=1, predict the reactants needed to synthesize it. The reactants are: [F:1][CH:2]([F:33])[C:3]1[N:7]([CH2:8][C:9]2[C:18]3[C:13](=[CH:14][CH:15]=[CH:16][CH:17]=3)[CH:12]=[CH:11][CH:10]=2)[C:6]2[CH:19]=[C:20]([N:27]3[CH2:32][CH2:31][O:30][CH2:29][CH2:28]3)[CH:21]=[C:22]([C:23]([O:25]C)=[O:24])[C:5]=2[N:4]=1.[Li+].[OH-]. (3) The reactants are: [F:1][C:2]1[CH:29]=[CH:28][C:5]([O:6][C:7]2[CH:27]=[CH:26][CH:25]=[CH:24][C:8]=2[C:9]([NH:11][C:12]2[CH:17]=[CH:16][CH:15]=[CH:14][C:13]=2/[CH:18]=[CH:19]/[C:20](OC)=[O:21])=[O:10])=[C:4]([O:30][CH3:31])[CH:3]=1.[NH2:32][OH:33].[OH-].[Na+]. Given the product [F:1][C:2]1[CH:29]=[CH:28][C:5]([O:6][C:7]2[CH:27]=[CH:26][CH:25]=[CH:24][C:8]=2[C:9]([NH:11][C:12]2[CH:17]=[CH:16][CH:15]=[CH:14][C:13]=2/[CH:18]=[CH:19]/[C:20](=[O:21])[NH:32][OH:33])=[O:10])=[C:4]([O:30][CH3:31])[CH:3]=1, predict the reactants needed to synthesize it. (4) Given the product [CH2:1]([N:8]([C@H:16]1[C@@H:20]([C:21]2[CH:22]=[CH:23][CH:24]=[CH:25][CH:26]=2)[CH2:19][N:18]([CH2:28][C:29]2[CH:30]=[CH:31][CH:32]=[CH:33][CH:34]=2)[CH2:17]1)[C:9](=[O:15])[O:10][C:11]([CH3:14])([CH3:13])[CH3:12])[C:2]1[CH:7]=[CH:6][CH:5]=[CH:4][CH:3]=1, predict the reactants needed to synthesize it. The reactants are: [CH2:1]([N:8]([C@H:16]1[C@@H:20]([C:21]2[CH:26]=[CH:25][CH:24]=[CH:23][CH:22]=2)[C:19](=O)[N:18]([CH2:28][C:29]2[CH:34]=[CH:33][CH:32]=[CH:31][CH:30]=2)[C:17]1=O)[C:9](=[O:15])[O:10][C:11]([CH3:14])([CH3:13])[CH3:12])[C:2]1[CH:7]=[CH:6][CH:5]=[CH:4][CH:3]=1.B.CO. (5) Given the product [CH3:49][N:35]([CH3:34])[CH2:36][CH2:37][CH2:38][O:39][C:40]1[CH:41]=[CH:42][C:43]([CH2:46][NH:1][CH2:2][CH2:3][CH2:4][CH2:5][CH2:6][NH:7][C:8]([CH2:10][CH2:11][N:12]2[CH2:13][CH2:14][CH:15]([O:18][C:19](=[O:33])[NH:20][C:21]3[CH:26]=[CH:25][CH:24]=[CH:23][C:22]=3[C:27]3[CH:28]=[CH:29][CH:30]=[CH:31][CH:32]=3)[CH2:16][CH2:17]2)=[O:9])=[CH:44][CH:45]=1, predict the reactants needed to synthesize it. The reactants are: [NH2:1][CH2:2][CH2:3][CH2:4][CH2:5][CH2:6][NH:7][C:8]([CH2:10][CH2:11][N:12]1[CH2:17][CH2:16][CH:15]([O:18][C:19](=[O:33])[NH:20][C:21]2[CH:26]=[CH:25][CH:24]=[CH:23][C:22]=2[C:27]2[CH:32]=[CH:31][CH:30]=[CH:29][CH:28]=2)[CH2:14][CH2:13]1)=[O:9].[CH3:34][N:35]([CH3:49])[CH2:36][CH2:37][CH2:38][O:39][C:40]1[CH:45]=[CH:44][C:43]([CH2:46]C=O)=[CH:42][CH:41]=1.[BH-](OC(C)=O)(OC(C)=O)OC(C)=O.[Na+]. (6) Given the product [Br:18][C:15]1[CH:14]=[CH:13][C:12]([C:5]([CH3:11])([CH2:6][OH:7])[CH2:4][OH:3])=[CH:17][CH:16]=1, predict the reactants needed to synthesize it. The reactants are: C([O:3][C:4](=O)[C:5]([C:12]1[CH:17]=[CH:16][C:15]([Br:18])=[CH:14][CH:13]=1)([CH3:11])[C:6](OCC)=[O:7])C.[H-].[Al+3].[Li+].[H-].[H-].[H-].